The task is: Predict the reactants needed to synthesize the given product.. This data is from Full USPTO retrosynthesis dataset with 1.9M reactions from patents (1976-2016). Given the product [C:9]1([CH:8]([C:15]2[CH:20]=[CH:19][CH:18]=[CH:17][CH:16]=2)[C:4]2[CH:5]=[CH:6][CH:7]=[C:2](/[CH:21]=[CH:22]/[C:23]3[CH:28]=[CH:27][CH:26]=[CH:25][CH:24]=3)[CH:3]=2)[CH:14]=[CH:13][CH:12]=[CH:11][CH:10]=1, predict the reactants needed to synthesize it. The reactants are: Br[C:2]1[CH:7]=[CH:6][CH:5]=[C:4]([CH:8]([C:15]2[CH:20]=[CH:19][CH:18]=[CH:17][CH:16]=2)[C:9]2[CH:14]=[CH:13][CH:12]=[CH:11][CH:10]=2)[CH:3]=1.[CH:21](/B(O)O)=[CH:22]\[C:23]1[CH:28]=[CH:27][CH:26]=[CH:25][CH:24]=1.OP(O)(O)=O.